From a dataset of Full USPTO retrosynthesis dataset with 1.9M reactions from patents (1976-2016). Predict the reactants needed to synthesize the given product. (1) Given the product [Cl:1][C:2]1[CH:3]=[C:4]([NH:8][C:9]2[N:14]=[CH:13][N:12]=[C:11]([C:15]3[CH:20]=[CH:19][N:18]=[C:17]([C:21](=[N:23][O:24][C:28](=[O:29])[CH2:27][O:26][CH3:25])[NH2:22])[CH:16]=3)[N:10]=2)[CH:5]=[CH:6][CH:7]=1, predict the reactants needed to synthesize it. The reactants are: [Cl:1][C:2]1[CH:3]=[C:4]([NH:8][C:9]2[N:14]=[CH:13][N:12]=[C:11]([C:15]3[CH:20]=[CH:19][N:18]=[C:17]([C:21](=[N:23][OH:24])[NH2:22])[CH:16]=3)[N:10]=2)[CH:5]=[CH:6][CH:7]=1.[CH3:25][O:26][CH2:27][C:28](Cl)=[O:29].C(=O)(O)[O-].[Na+]. (2) Given the product [OH:22][C:23]1[CH:28]=[CH:27][C:26]([C:2]2[C:6]([CH3:7])=[C:5]([C:8]3[CH:9]=[CH:10][C:11]([OH:14])=[CH:12][CH:13]=3)[S:4][C:3]=2[CH:16]=[O:20])=[C:25]([CH3:32])[CH:24]=1, predict the reactants needed to synthesize it. The reactants are: Br[C:2]1[C:6]([CH3:7])=[C:5]([C:8]2[CH:13]=[CH:12][C:11]([O:14]C)=[CH:10][CH:9]=2)[S:4][C:3]=1[CH:16]1[O:20]CCO1.C[O:22][C:23]1[CH:28]=[CH:27][C:26](B(O)O)=[C:25]([CH3:32])[CH:24]=1.